This data is from Full USPTO retrosynthesis dataset with 1.9M reactions from patents (1976-2016). The task is: Predict the reactants needed to synthesize the given product. (1) Given the product [CH2:18]([N:1]([CH2:24][CH3:25])[C:2]1[CH:10]=[CH:9][C:5]([CH2:6][CH2:7][OH:8])=[CH:4][CH:3]=1)[CH3:19], predict the reactants needed to synthesize it. The reactants are: [NH2:1][C:2]1[CH:10]=[CH:9][C:5]([CH2:6][CH2:7][OH:8])=[CH:4][CH:3]=1.C(=O)([O-])[O-].[K+].[K+].Cl[C:18]1C=CC=C[CH:19]=1.[CH2:24](I)[CH3:25]. (2) Given the product [O:10]([CH2:11][CH3:12])[C:8]([S:9][C:2]([C:3]([O:5][CH2:15][CH3:16])=[O:4])([CH3:7])[CH3:6])=[S:13], predict the reactants needed to synthesize it. The reactants are: Br[C:2]([CH3:7])([CH3:6])[C:3]([O-:5])=[O:4].[C:8](=[S:13])([O:10][CH2:11][CH3:12])[S-:9].[K+].[CH3:15][CH2:16]CCCC. (3) Given the product [OH:1][C:2]1[CH:7]=[CH:6][CH:5]=[CH:4][C:3]=1[C:8]1[N:12]=[C:11]([C:13]2[CH:18]=[CH:17][CH:16]=[CH:15][C:14]=2[OH:19])[N:10]([CH2:20][C:21]([NH:26][CH2:27][CH2:28][N:29]2[CH2:34][CH2:33][O:32][CH2:31][CH2:30]2)=[O:22])[N:9]=1, predict the reactants needed to synthesize it. The reactants are: [OH:1][C:2]1[CH:7]=[CH:6][CH:5]=[CH:4][C:3]=1[C:8]1[N:12]=[C:11]([C:13]2[CH:18]=[CH:17][CH:16]=[CH:15][C:14]=2[OH:19])[N:10]([CH2:20][C:21](OCC)=[O:22])[N:9]=1.[NH2:26][CH2:27][CH2:28][N:29]1[CH2:34][CH2:33][O:32][CH2:31][CH2:30]1. (4) Given the product [F:13][C:14]1[CH:15]=[C:16]([N:17]2[CH2:6][CH2:7][CH:5]([C:8]([OH:9])=[O:10])[C:4]2=[O:11])[CH:18]=[C:19]([F:21])[CH:20]=1, predict the reactants needed to synthesize it. The reactants are: CC1(C)[O:9][C:8](=[O:10])[C:5]2([CH2:7][CH2:6]2)[C:4](=[O:11])O1.[F:13][C:14]1[CH:15]=[C:16]([CH:18]=[C:19]([F:21])[CH:20]=1)[NH2:17]. (5) Given the product [Cl:1][C:2]1[N:7]=[C:6]([CH3:13])[C:5]([Cl:9])=[CH:4][N:3]=1, predict the reactants needed to synthesize it. The reactants are: [Cl:1][C:2]1[N:7]=[C:6](Cl)[C:5]([Cl:9])=[CH:4][N:3]=1.C[Mg+].[Br-].[CH3:13]COCC. (6) Given the product [C:59]([Si:46]([O:45][C@H:31]1[C@H:30]([CH2:29][CH2:28][C@@H:27]2[CH2:26][O:63]2)[C@H:34]2[CH2:35][C:36]3[C:41]([CH2:42][C@H:33]2[CH2:32]1)=[C:40]([O:43][CH3:44])[CH:39]=[CH:38][CH:37]=3)([C:53]1[CH:58]=[CH:57][CH:56]=[CH:55][CH:54]=1)[C:47]1[CH:52]=[CH:51][CH:50]=[CH:49][CH:48]=1)([CH3:60])([CH3:61])[CH3:62], predict the reactants needed to synthesize it. The reactants are: C(=O)([O-])[O-].[K+].[K+].C(C1C=C(C(C)C)C=C(C(C)C)C=1S(O[CH2:26][C@H:27]([OH:63])[CH2:28][CH2:29][C@@H:30]1[C@H:34]2[CH2:35][C:36]3[C:41]([CH2:42][C@H:33]2[CH2:32][C@H:31]1[O:45][Si:46]([C:59]([CH3:62])([CH3:61])[CH3:60])([C:53]1[CH:58]=[CH:57][CH:56]=[CH:55][CH:54]=1)[C:47]1[CH:52]=[CH:51][CH:50]=[CH:49][CH:48]=1)=[C:40]([O:43][CH3:44])[CH:39]=[CH:38][CH:37]=3)(=O)=O)(C)C.C(OCC)(=O)C.CCCCCCC.